This data is from Reaction yield outcomes from USPTO patents with 853,638 reactions. The task is: Predict the reaction yield, written as a fraction of the theoretical maximum amount of product (1.0 means a 100% yield; for example, 0.34 means a 34% yield). (1) The reactants are [CH3:1][C:2]1([CH3:15])[C:11]2[C:6]3=[C:7]([NH:12][C:13](=[O:14])[N:5]3[CH2:4][CH2:3]1)[CH:8]=[CH:9][CH:10]=2.[H-].[Na+].Br[CH2:19]/[CH:20]=[CH:21]/[C@H:22]1[CH2:26][O:25][C:24]([CH3:28])([CH3:27])[O:23]1.O. The catalyst is CN(C=O)C. The product is [CH3:27][C:24]1([CH3:28])[O:23][C@@H:22](/[CH:21]=[CH:20]/[CH2:19][N:12]2[C:7]3=[C:6]4[C:11](=[CH:10][CH:9]=[CH:8]3)[C:2]([CH3:15])([CH3:1])[CH2:3][CH2:4][N:5]4[C:13]2=[O:14])[CH2:26][O:25]1. The yield is 0.650. (2) The reactants are [O:1]1[CH2:6][CH2:5][CH:4]([N:7]2[CH2:11][CH2:10][NH:9][C:8]2=[O:12])[CH2:3][CH2:2]1.N1C=CC=CC=1.[C:19](Cl)(Cl)=[O:20].[Br:23][C:24]1[C:25]([O:32][C:33]2[CH:38]=[CH:37][N:36]=[C:35]([C:39]3[CH:40]=[N:41][N:42]([CH3:44])[CH:43]=3)[CH:34]=2)=[CH:26][C:27]([F:31])=[C:28]([CH:30]=1)[NH2:29]. The catalyst is C(Cl)Cl.O. The product is [Br:23][C:24]1[C:25]([O:32][C:33]2[CH:38]=[CH:37][N:36]=[C:35]([C:39]3[CH:40]=[N:41][N:42]([CH3:44])[CH:43]=3)[CH:34]=2)=[CH:26][C:27]([F:31])=[C:28]([NH:29][C:19]([N:9]2[CH2:10][CH2:11][N:7]([CH:4]3[CH2:3][CH2:2][O:1][CH2:6][CH2:5]3)[C:8]2=[O:12])=[O:20])[CH:30]=1. The yield is 0.580. (3) The reactants are [CH3:1][N:2]1[CH:6]=[CH:5][C:4]([NH2:7])=[N:3]1.C[Al](C)C.[CH3:12][N:13]([CH3:39])[S:14]([C:17]1[CH:38]=[CH:37][C:20]([O:21][C:22]2[C:23]3[C:27]([CH:28]=[C:29]([C:31](OCC)=[O:32])[CH:30]=2)=[N:26][N:25]([CH3:36])[CH:24]=3)=[CH:19][CH:18]=1)(=[O:16])=[O:15]. The catalyst is C(COC)OC.ClCCl. The product is [CH3:12][N:13]([CH3:39])[S:14]([C:17]1[CH:38]=[CH:37][C:20]([O:21][C:22]2[C:23]3[C:27]([CH:28]=[C:29]([C:31]([NH:7][C:4]4[CH:5]=[CH:6][N:2]([CH3:1])[N:3]=4)=[O:32])[CH:30]=2)=[N:26][N:25]([CH3:36])[CH:24]=3)=[CH:19][CH:18]=1)(=[O:15])=[O:16]. The yield is 0.850. (4) The catalyst is O. The yield is 0.710. The reactants are [OH-].[Na+].[N:3]1([CH:9]2[CH2:14][CH2:13][N:12]([C:15](=[O:29])[CH2:16][CH2:17][C:18]3[N:19]([CH2:23][C:24]([O:26]CC)=[O:25])[CH:20]=[CH:21][N:22]=3)[CH2:11][CH2:10]2)[CH2:8][CH2:7][O:6][CH2:5][CH2:4]1.[ClH:30]. The product is [ClH:30].[N:3]1([CH:9]2[CH2:10][CH2:11][N:12]([C:15](=[O:29])[CH2:16][CH2:17][C:18]3[N:19]([CH2:23][C:24]([OH:26])=[O:25])[CH:20]=[CH:21][N:22]=3)[CH2:13][CH2:14]2)[CH2:8][CH2:7][O:6][CH2:5][CH2:4]1. (5) The reactants are [Cl:1][C:2]1[CH:7]=[CH:6][C:5]([C:8](=[O:10])[CH3:9])=[C:4]([NH:11][C:12]2[CH:17]=[CH:16][CH:15]=[CH:14][CH:13]=2)[CH:3]=1.C[O-].[Na+].[CH:21]([C:23]1[CH:32]=[CH:31][C:26]([C:27]([O:29][CH3:30])=[O:28])=[CH:25][CH:24]=1)=O. The catalyst is CO. The product is [CH3:30][O:29][C:27](=[O:28])[C:26]1[CH:31]=[CH:32][C:23](/[CH:21]=[CH:9]/[C:8]([C:5]2[CH:6]=[CH:7][C:2]([Cl:1])=[CH:3][C:4]=2[NH:11][C:12]2[CH:13]=[CH:14][CH:15]=[CH:16][CH:17]=2)=[O:10])=[CH:24][CH:25]=1. The yield is 0.909.